This data is from Full USPTO retrosynthesis dataset with 1.9M reactions from patents (1976-2016). The task is: Predict the reactants needed to synthesize the given product. Given the product [CH3:24][O:23][CH2:22][C@@H:21]([O:20][C:18]1[CH:19]=[C:14]([C:12]2[NH:13][C:9]([C:6]3[O:7][CH2:8][C@@H:4]([C@H:2]([OH:1])[CH3:3])[N:5]=3)=[CH:10][CH:11]=2)[CH:15]=[C:16]([O:26][C:28]2[CH:33]=[N:32][C:31]([S:34]([CH3:37])(=[O:36])=[O:35])=[CH:30][N:29]=2)[CH:17]=1)[CH3:25], predict the reactants needed to synthesize it. The reactants are: [OH:1][C@@H:2]([C@@H:4]1[CH2:8][O:7][C:6]([C:9]2[NH:13][C:12]([C:14]3[CH:15]=[C:16]([OH:26])[CH:17]=[C:18]([O:20][C@@H:21]([CH3:25])[CH2:22][O:23][CH3:24])[CH:19]=3)=[CH:11][CH:10]=2)=[N:5]1)[CH3:3].Cl[C:28]1[CH:33]=[N:32][C:31]([S:34]([CH3:37])(=[O:36])=[O:35])=[CH:30][N:29]=1.C(=O)([O-])[O-].[K+].[K+].O.